This data is from NCI-60 drug combinations with 297,098 pairs across 59 cell lines. The task is: Regression. Given two drug SMILES strings and cell line genomic features, predict the synergy score measuring deviation from expected non-interaction effect. (1) Drug 1: CCC1(CC2CC(C3=C(CCN(C2)C1)C4=CC=CC=C4N3)(C5=C(C=C6C(=C5)C78CCN9C7C(C=CC9)(C(C(C8N6C=O)(C(=O)OC)O)OC(=O)C)CC)OC)C(=O)OC)O.OS(=O)(=O)O. Drug 2: CN(CCCl)CCCl.Cl. Synergy scores: CSS=66.3, Synergy_ZIP=-1.06, Synergy_Bliss=-3.31, Synergy_Loewe=-4.13, Synergy_HSA=-3.32. Cell line: NCI-H460. (2) Drug 1: CC=C1C(=O)NC(C(=O)OC2CC(=O)NC(C(=O)NC(CSSCCC=C2)C(=O)N1)C(C)C)C(C)C. Drug 2: CC12CCC3C(C1CCC2O)C(CC4=C3C=CC(=C4)O)CCCCCCCCCS(=O)CCCC(C(F)(F)F)(F)F. Cell line: NCI-H460. Synergy scores: CSS=57.9, Synergy_ZIP=8.50, Synergy_Bliss=8.25, Synergy_Loewe=-44.7, Synergy_HSA=8.52. (3) Drug 1: CCCCCOC(=O)NC1=NC(=O)N(C=C1F)C2C(C(C(O2)C)O)O. Drug 2: CNC(=O)C1=NC=CC(=C1)OC2=CC=C(C=C2)NC(=O)NC3=CC(=C(C=C3)Cl)C(F)(F)F. Cell line: OVCAR-5. Synergy scores: CSS=0.760, Synergy_ZIP=2.09, Synergy_Bliss=4.68, Synergy_Loewe=1.19, Synergy_HSA=1.65. (4) Drug 1: C1=NC2=C(N=C(N=C2N1C3C(C(C(O3)CO)O)O)F)N. Drug 2: C1CN(CCN1C(=O)CCBr)C(=O)CCBr. Cell line: HT29. Synergy scores: CSS=4.14, Synergy_ZIP=-2.62, Synergy_Bliss=-0.200, Synergy_Loewe=-4.28, Synergy_HSA=-1.66.